Predict which catalyst facilitates the given reaction. From a dataset of Catalyst prediction with 721,799 reactions and 888 catalyst types from USPTO. Reactant: [F:1][CH2:2][CH2:3][NH2:4].[C:5]([C:8]1[C:9]([C:29]([F:32])([F:31])[F:30])=[N:10][N:11]([CH2:13][C:14]([NH:16][C:17]2[S:21][C:20]3[CH2:22][CH2:23][CH2:24][CH2:25][C:19]=3[C:18]=2[C:26]([NH2:28])=[O:27])=[O:15])[CH:12]=1)(=O)[CH3:6].C([BH3-])#N.[Na+]. Product: [F:1][CH2:2][CH2:3][NH:4][CH:5]([C:8]1[C:9]([C:29]([F:31])([F:32])[F:30])=[N:10][N:11]([CH2:13][C:14]([NH:16][C:17]2[S:21][C:20]3[CH2:22][CH2:23][CH2:24][CH2:25][C:19]=3[C:18]=2[C:26]([NH2:28])=[O:27])=[O:15])[CH:12]=1)[CH3:6]. The catalyst class is: 467.